From a dataset of Full USPTO retrosynthesis dataset with 1.9M reactions from patents (1976-2016). Predict the reactants needed to synthesize the given product. (1) Given the product [F:33][C:32]([F:34])([F:35])[C:29]1[CH:30]=[CH:31][C:26]([C:24]2[CH:25]=[C:20]([C@@H:15]([CH2:16][CH:17]([CH3:19])[CH3:18])[C:14]([OH:46])=[O:49])[CH:21]=[C:22]([C:36]3[CH:37]=[CH:38][C:39]([C:42]([F:45])([F:44])[F:43])=[CH:40][CH:41]=3)[CH:23]=2)=[CH:27][CH:28]=1, predict the reactants needed to synthesize it. The reactants are: C(C1COC(=O)N1[C:14](=[O:46])[CH:15]([C:20]1[CH:21]=[C:22]([C:36]2[CH:41]=[CH:40][C:39]([C:42]([F:45])([F:44])[F:43])=[CH:38][CH:37]=2)[CH:23]=[C:24]([C:26]2[CH:31]=[CH:30][C:29]([C:32]([F:35])([F:34])[F:33])=[CH:28][CH:27]=2)[CH:25]=1)[CH2:16][CH:17]([CH3:19])[CH3:18])C1C=CC=CC=1.O[Li].[OH2:49].OO.[O-]S([O-])=O.[Na+].[Na+]. (2) Given the product [CH2:12]([C:9]1[S:8][C:7]([C:5](=[O:6])[C:4]([OH:16])=[O:3])=[CH:11][CH:10]=1)[CH2:13][CH2:14][CH3:15], predict the reactants needed to synthesize it. The reactants are: C([O:3][C:4](=[O:16])[C:5]([C:7]1[S:8][C:9]([CH2:12][CH2:13][CH2:14][CH3:15])=[CH:10][CH:11]=1)=[O:6])C.C([O-])([O-])=O.[K+].[K+]. (3) The reactants are: [CH:8]1(N[CH:8]2[CH2:13][CH2:12][CH2:11][CH2:10][CH2:9]2)[CH2:13][CH2:12][CH2:11][CH2:10][CH2:9]1.BrC1C=CC=CC=1.[C:21]1([C:27]#[CH:28])[CH:26]=[CH:25][CH:24]=[CH:23][CH:22]=1.[Cl-].[Na+]. Given the product [C:21]1([C:27]#[C:28][C:8]2[CH:9]=[CH:10][CH:11]=[CH:12][CH:13]=2)[CH:26]=[CH:25][CH:24]=[CH:23][CH:22]=1, predict the reactants needed to synthesize it. (4) Given the product [O:1]([CH2:8][CH2:9][S:10][CH2:11][C:12]([NH:45][NH:44][C:42]([C:39]1[CH:40]=[C:41]2[C:36]([CH:35]=[CH:34][NH:33]2)=[CH:37][CH:38]=1)=[O:43])=[O:14])[C:2]1[CH:3]=[CH:4][CH:5]=[CH:6][CH:7]=1, predict the reactants needed to synthesize it. The reactants are: [O:1]([CH2:8][CH2:9][S:10][CH2:11][C:12]([OH:14])=O)[C:2]1[CH:7]=[CH:6][CH:5]=[CH:4][CH:3]=1.CCOC1N(C(OCC)=O)C2C(=CC=CC=2)C=C1.[NH:33]1[C:41]2[C:36](=[CH:37][CH:38]=[C:39]([C:42]([NH:44][NH2:45])=[O:43])[CH:40]=2)[CH:35]=[CH:34]1.O(CCSCC(NNC(C1C=CC2C=C(CN(C)C)OC=2C=1)=O)=O)C1C=CC=CC=1. (5) The reactants are: [H-].[Na+].[O:3]1[C:7]2([CH2:12][CH2:11][CH:10]([CH2:13][OH:14])[CH2:9][CH2:8]2)[O:6][CH2:5][CH2:4]1.CC1C=CC(S(O[CH2:26][CH2:27][F:28])(=O)=O)=CC=1.O. Given the product [F:28][CH2:27][CH2:26][O:14][CH2:13][CH:10]1[CH2:11][CH2:12][C:7]2([O:6][CH2:5][CH2:4][O:3]2)[CH2:8][CH2:9]1, predict the reactants needed to synthesize it. (6) Given the product [NH2:1][C:2]1[CH:7]=[N:6][C:5]([CH:9]=[CH2:10])=[CH:4][N:3]=1, predict the reactants needed to synthesize it. The reactants are: [NH2:1][C:2]1[CH:7]=[N:6][C:5](Br)=[CH:4][N:3]=1.[CH:9](N(CC)C(C)C)(C)[CH3:10].[Cl-].[Li+].C([Sn](CCCC)(CCCC)CCCC)=C.[F-].[K+]. (7) Given the product [Cl:1][C:2]1[CH:7]=[CH:6][C:5]([C:8]2[C:9](=[O:10])[NH:11][C:12]3([CH2:17][CH2:16][CH2:15][CH2:14][CH2:13]3)[CH:18]=2)=[CH:4][CH:3]=1, predict the reactants needed to synthesize it. The reactants are: [Cl:1][C:2]1[CH:7]=[CH:6][C:5]([CH2:8][C:9]([NH:11][C:12]2([CH:18]=O)[CH2:17][CH2:16][CH2:15][CH2:14][CH2:13]2)=[O:10])=[CH:4][CH:3]=1.[OH-].[Na+].O. (8) Given the product [CH2:1]([N:11]1[CH2:16][CH2:15][N:14]([C:17](=[O:27])[CH2:18][N:19]([CH:35]2[CH2:37][CH2:36]2)[C:20]2[CH:21]=[CH:22][C:23]([OH:26])=[CH:24][CH:25]=2)[CH2:13][CH2:12]1)[C:2]1[CH:10]=[CH:9][C:8]2[O:7][CH2:6][O:5][C:4]=2[CH:3]=1, predict the reactants needed to synthesize it. The reactants are: [CH2:1]([N:11]1[CH2:16][CH2:15][N:14]([C:17](=[O:27])[CH2:18][NH:19][C:20]2[CH:25]=[CH:24][C:23]([OH:26])=[CH:22][CH:21]=2)[CH2:13][CH2:12]1)[C:2]1[CH:10]=[CH:9][C:8]2[O:7][CH2:6][O:5][C:4]=2[CH:3]=1.C(O)(=O)C.C(O[C:35]1(O[Si](C)(C)C)[CH2:37][CH2:36]1)C.C([BH3-])#N.[Na+]. (9) Given the product [Cl:19][C:20]1[CH:21]=[CH:22][C:23]([C:26]2[N:27]=[C:28]([C:31]([CH3:35])([CH3:34])[CH2:32][NH:33][C:14](=[O:16])[C:12]3[CH:11]=[CH:10][CH:9]=[C:8]([C:5]4[N:4]=[C:3]([C:2]([F:1])([F:18])[F:17])[O:7][N:6]=4)[N:13]=3)[S:29][CH:30]=2)=[CH:24][CH:25]=1, predict the reactants needed to synthesize it. The reactants are: [F:1][C:2]([F:18])([F:17])[C:3]1[O:7][N:6]=[C:5]([C:8]2[N:13]=[C:12]([C:14]([OH:16])=O)[CH:11]=[CH:10][CH:9]=2)[N:4]=1.[Cl:19][C:20]1[CH:25]=[CH:24][C:23]([C:26]2[N:27]=[C:28]([C:31]([CH3:35])([CH3:34])[CH2:32][NH2:33])[S:29][CH:30]=2)=[CH:22][CH:21]=1. (10) Given the product [CH3:1][O:2][C:3](=[O:28])[CH2:4][CH2:5][C:6]1[CH:11]=[CH:10][C:9]2=[N:12][C:13]3[C:26]4[CH:25]=[CH:24][CH:23]=[CH:22][C:21]=4[N:20]([CH3:27])[C:19]4[C:14]=3[C:15]([CH:16]=[CH:17][CH:18]=4)=[C:8]2[CH:7]=1, predict the reactants needed to synthesize it. The reactants are: [CH3:1][O:2][C:3](=[O:28])/[CH:4]=[CH:5]/[C:6]1[CH:11]=[CH:10][C:9]2=[N:12][C:13]3[C:26]4[CH:25]=[CH:24][CH:23]=[CH:22][C:21]=4[N:20]([CH3:27])[C:19]4[C:14]=3[C:15]([CH:16]=[CH:17][CH:18]=4)=[C:8]2[CH:7]=1.[H][H].